Dataset: Full USPTO retrosynthesis dataset with 1.9M reactions from patents (1976-2016). Task: Predict the reactants needed to synthesize the given product. (1) Given the product [CH2:35]([N:15]1[C:16]([C:19]2[CH:24]=[CH:23][CH:22]=[CH:21][CH:20]=2)([C:25]2[CH:30]=[CH:29][CH:28]=[CH:27][CH:26]=2)[C:17](=[O:18])[N:13]([C:11]([C:1]2[C:10]3[C:5](=[CH:6][CH:7]=[CH:8][CH:9]=3)[CH:4]=[CH:3][CH:2]=2)=[O:12])[C:14]1=[O:31])[CH:36]([CH3:38])[CH3:37], predict the reactants needed to synthesize it. The reactants are: [C:1]1([C:11]([N:13]2[C:17](=[O:18])[C:16]([C:25]3[CH:30]=[CH:29][CH:28]=[CH:27][CH:26]=3)([C:19]3[CH:24]=[CH:23][CH:22]=[CH:21][CH:20]=3)[NH:15][C:14]2=[O:31])=[O:12])[C:10]2[C:5](=[CH:6][CH:7]=[CH:8][CH:9]=2)[CH:4]=[CH:3][CH:2]=1.[H-].[Na+].C[CH:35](I)[CH:36]([CH3:38])[CH3:37].C(OCC)(=O)C. (2) Given the product [CH3:7][OH:14].[NH3:1].[N:1]1[CH:6]=[CH:5][CH:4]=[CH:3][C:2]=1[CH2:7][O:14][C:18]1[CH:23]=[CH:22][N+:21]([O-:24])=[CH:20][CH:19]=1, predict the reactants needed to synthesize it. The reactants are: [N:1]1[CH:6]=[CH:5][CH:4]=[CH:3][C:2]=1[CH:7]([OH:14])C1C=CC=CC=1.[H-].[Na+].Cl[C:18]1[CH:23]=[CH:22][N+:21]([O-:24])=[CH:20][CH:19]=1. (3) Given the product [Cl:1][C:2]1[CH:36]=[CH:35][C:5]([CH2:6][N:7]2[C:15]3[C:14](=[O:16])[N:13]([CH2:17][C:18]([NH:52][CH2:49][CH2:50][CH3:51])=[O:19])[C:12](=[O:21])[N:11]([CH3:22])[C:10]=3[N:9]=[C:8]2[O:23][C:24]2[CH:29]=[CH:28][CH:27]=[C:26]([O:30][C:31]([F:33])([F:34])[F:32])[CH:25]=2)=[CH:4][CH:3]=1, predict the reactants needed to synthesize it. The reactants are: [Cl:1][C:2]1[CH:36]=[CH:35][C:5]([CH2:6][N:7]2[C:15]3[C:14](=[O:16])[N:13]([CH2:17][C:18](O)=[O:19])[C:12](=[O:21])[N:11]([CH3:22])[C:10]=3[N:9]=[C:8]2[O:23][C:24]2[CH:29]=[CH:28][CH:27]=[C:26]([O:30][C:31]([F:34])([F:33])[F:32])[CH:25]=2)=[CH:4][CH:3]=1.C1N=CN(C(N2C=NC=C2)=O)C=1.[CH2:49]([NH2:52])[CH2:50][CH3:51]. (4) Given the product [Br:1][C:2]1[C:6]([CH:7]=[O:8])=[C:5]([Br:9])[N:4]([CH2:22][C:21]2[CH:24]=[CH:25][C:18]([O:17][CH3:16])=[CH:19][CH:20]=2)[N:3]=1, predict the reactants needed to synthesize it. The reactants are: [Br:1][C:2]1[C:6]([CH:7]=[O:8])=[C:5]([Br:9])[NH:4][N:3]=1.C(=O)([O-])[O-].[K+].[K+].[CH3:16][O:17][C:18]1[CH:25]=[CH:24][C:21]([CH2:22]Br)=[CH:20][CH:19]=1. (5) Given the product [C:21]([O:24][C:25]([NH:27][C@H:28]([C:35]([NH:1][C@@H:2]([CH2:3][CH2:4][C:5]([O:7][CH3:8])=[O:6])[C:9]([NH:11][CH2:12][C:13]1[CH:14]=[CH:15][C:16]([I:19])=[CH:17][CH:18]=1)=[O:10])=[O:36])[CH2:29][CH2:30][C:31]([O:33][CH3:34])=[O:32])=[O:26])([CH3:22])([CH3:20])[CH3:23], predict the reactants needed to synthesize it. The reactants are: [NH2:1][C@H:2]([C:9]([NH:11][CH2:12][C:13]1[CH:18]=[CH:17][C:16]([I:19])=[CH:15][CH:14]=1)=[O:10])[CH2:3][CH2:4][C:5]([O:7][CH3:8])=[O:6].[CH3:20][C:21]([O:24][C:25]([NH:27][C@H:28]([C:35](O)=[O:36])[CH2:29][CH2:30][C:31]([O:33][CH3:34])=[O:32])=[O:26])([CH3:23])[CH3:22].CCN=C=NCCCN(C)C.C1C=CC2N(O)N=NC=2C=1.CCN(C(C)C)C(C)C. (6) The reactants are: Br[C:2]1[CH:7]=[CH:6][C:5]([Cl:8])=[CH:4][C:3]=1[F:9].[CH3:10][O:11][C:12](=[O:30])[C:13]1[CH:18]=[CH:17][C:16]([CH3:19])=[C:15]([C:20](=[O:29])[C:21]2[CH:26]=[CH:25][C:24]([NH2:27])=[CH:23][C:22]=2[Cl:28])[CH:14]=1.C1(P(C2CCCCC2)C2C=CC=CC=2C2C(C(C)C)=CC(C(C)C)=CC=2C(C)C)CCCCC1.C([O-])([O-])=O.[Cs+].[Cs+]. Given the product [CH3:10][O:11][C:12](=[O:30])[C:13]1[CH:18]=[CH:17][C:16]([CH3:19])=[C:15]([C:20](=[O:29])[C:21]2[CH:26]=[CH:25][C:24]([NH:27][C:2]3[CH:7]=[CH:6][C:5]([Cl:8])=[CH:4][C:3]=3[F:9])=[CH:23][C:22]=2[Cl:28])[CH:14]=1, predict the reactants needed to synthesize it. (7) Given the product [CH:1]1([NH:7][C:8]2[N:16]=[C:15]([NH:17][C:18]3[CH:23]=[CH:22][C:21]([CH:24]4[CH2:29][CH2:28][N:27]([CH2:42][CH2:43][CH2:44][S:45]([N:48]5[CH2:53][CH2:52][O:51][CH2:50][CH2:49]5)(=[O:46])=[O:47])[CH2:26][CH2:25]4)=[CH:20][C:19]=3[O:30][CH3:31])[N:14]=[C:13]3[C:9]=2[N:10]=[CH:11][NH:12]3)[CH2:2][CH2:3][CH2:4][CH2:5][CH2:6]1, predict the reactants needed to synthesize it. The reactants are: [CH:1]1([NH:7][C:8]2[N:16]=[C:15]([NH:17][C:18]3[CH:23]=[CH:22][C:21]([CH:24]4[CH2:29][CH2:28][NH:27][CH2:26][CH2:25]4)=[CH:20][C:19]=3[O:30][CH3:31])[N:14]=[C:13]3[C:9]=2[N:10]=[CH:11][NH:12]3)[CH2:6][CH2:5][CH2:4][CH2:3][CH2:2]1.CCN(C(C)C)C(C)C.Cl[CH2:42][CH2:43][CH2:44][S:45]([N:48]1[CH2:53][CH2:52][O:51][CH2:50][CH2:49]1)(=[O:47])=[O:46].